Dataset: Retrosynthesis with 50K atom-mapped reactions and 10 reaction types from USPTO. Task: Predict the reactants needed to synthesize the given product. (1) Given the product CCCS(=O)(=O)NCCC1CCCCC1, predict the reactants needed to synthesize it. The reactants are: CCCS(=O)(=O)Cl.NCCC1CCCCC1. (2) Given the product CCS(=O)(=O)n1cccc1CNC(=O)c1cc(C(F)(F)F)ccc1N, predict the reactants needed to synthesize it. The reactants are: CCS(=O)(=O)n1cccc1CN.Nc1ccc(C(F)(F)F)cc1C(=O)O. (3) Given the product COc1ccc(S(=O)CCCOc2ccc3c(c2)C(C(C)C)OC(=O)N3)cc1OC, predict the reactants needed to synthesize it. The reactants are: COc1ccc(SCCCOc2ccc3c(c2)C(C(C)C)OC(=O)N3)cc1OC.OO. (4) Given the product Cn1ccc2cc(/C=C/c3ccncc3)ccc21, predict the reactants needed to synthesize it. The reactants are: C(=C/c1ccc2[nH]ccc2c1)\c1ccncc1.CI.